Dataset: Full USPTO retrosynthesis dataset with 1.9M reactions from patents (1976-2016). Task: Predict the reactants needed to synthesize the given product. (1) Given the product [Cl:15][C:16]1[CH:17]=[CH:18][C:19]([CH:22]2[CH2:26][CH2:25][CH2:24][N:23]2[C:2]2[N:6]([C:7]3[CH:12]=[CH:11][CH:10]=[C:9]([Cl:13])[C:8]=3[Cl:14])[N:5]=[N:4][N:3]=2)=[CH:20][CH:21]=1, predict the reactants needed to synthesize it. The reactants are: Cl[C:2]1[N:6]([C:7]2[CH:12]=[CH:11][CH:10]=[C:9]([Cl:13])[C:8]=2[Cl:14])[N:5]=[N:4][N:3]=1.[Cl:15][C:16]1[CH:21]=[CH:20][C:19]([CH:22]2[CH2:26][CH2:25][CH2:24][NH:23]2)=[CH:18][CH:17]=1. (2) Given the product [CH3:1][C:2]1[CH:3]=[C:4]([N:8]2[CH2:12][CH2:11][CH2:10][C@@H:9]2[CH2:13][NH2:14])[CH:5]=[CH:6][CH:7]=1, predict the reactants needed to synthesize it. The reactants are: [CH3:1][C:2]1[CH:3]=[C:4]([N:8]2[CH2:12][CH2:11][CH2:10][C@@H:9]2[CH2:13][N:14]2C(=O)C3C(=CC=CC=3)C2=O)[CH:5]=[CH:6][CH:7]=1.CO. (3) Given the product [CH3:1][N:2]1[C:11]2[CH:10]=[CH:9][CH:8]=[C:7]3[C@@H:12]4[CH2:17][N:16]([CH2:19][CH2:20][CH2:21][C:22]([C:24]5[CH:25]=[CH:26][C:27]([F:30])=[CH:28][CH:29]=5)=[O:23])[CH2:15][CH2:14][C@@H:13]4[N:5]([C:6]=23)[CH2:4][CH2:3]1, predict the reactants needed to synthesize it. The reactants are: [CH3:1][N:2]1[C:11]2[CH:10]=[CH:9][CH:8]=[C:7]3[C@H:12]4[CH:17]=[N:16][CH2:15][CH2:14][C@@H:13]4[N:5]([C:6]=23)[CH2:4][CH2:3]1.Cl[CH2:19][CH2:20][CH2:21][C:22]([C:24]1[CH:29]=[CH:28][C:27]([F:30])=[CH:26][CH:25]=1)=[O:23].C(N(CC)CC)C.[I-].[K+]. (4) Given the product [CH2:1]([N:3]1[C:7](=[NH:8])/[C:6](=[CH:9]\[C:10]2[CH:15]=[CH:14][C:13]([O:16][C:28]3[CH:35]=[CH:34][C:31]([C:32]#[N:33])=[CH:30][C:29]=3[C:36]([F:37])([F:39])[F:38])=[C:12]([O:17][CH3:18])[CH:11]=2)/[N:5]([CH3:19])[C:4]1=[O:20])[CH3:2], predict the reactants needed to synthesize it. The reactants are: [CH2:1]([N:3]1[C:7](=[NH:8])/[C:6](=[CH:9]\[C:10]2[CH:15]=[CH:14][C:13]([OH:16])=[C:12]([O:17][CH3:18])[CH:11]=2)/[N:5]([CH3:19])[C:4]1=[O:20])[CH3:2].C(=O)([O-])[O-].[Li+].[Li+].F[C:28]1[CH:35]=[CH:34][C:31]([C:32]#[N:33])=[CH:30][C:29]=1[C:36]([F:39])([F:38])[F:37].O.